Dataset: Full USPTO retrosynthesis dataset with 1.9M reactions from patents (1976-2016). Task: Predict the reactants needed to synthesize the given product. (1) Given the product [CH2:1]([N:8]1[C:16]2[C:11](=[CH:12][CH:13]=[CH:14][CH:15]=2)[C:10]([O:17][C:18]2[O:22][C:21]([C:23]([NH:31][CH2:30][CH2:29][CH2:28][N:27]([CH3:32])[CH3:26])=[O:25])=[CH:20][CH:19]=2)=[N:9]1)[C:2]1[CH:7]=[CH:6][CH:5]=[CH:4][CH:3]=1, predict the reactants needed to synthesize it. The reactants are: [CH2:1]([N:8]1[C:16]2[C:11](=[CH:12][CH:13]=[CH:14][CH:15]=2)[C:10]([O:17][C:18]2[O:22][C:21]([C:23]([OH:25])=O)=[CH:20][CH:19]=2)=[N:9]1)[C:2]1[CH:7]=[CH:6][CH:5]=[CH:4][CH:3]=1.[CH3:26][N:27]([CH3:32])[CH2:28][CH2:29][CH2:30][NH2:31].ON1C(=O)CCC1=O.CCN=C=NCCCN(C)C. (2) Given the product [Br:1][C:2]1[CH:3]=[C:4]([CH:7]=[C:8]([O:31][CH3:30])[C:9]=1[O:10][Si:18]([C:21]([CH3:24])([CH3:23])[CH3:22])([CH3:20])[CH3:19])[CH:5]=[O:6], predict the reactants needed to synthesize it. The reactants are: [Br:1][C:2]1(OC)[C:9]([OH:10])=[CH:8][CH:7]=[C:4]([CH:5]=[O:6])[CH2:3]1.N1C=CN=C1.[Si:18](Cl)([C:21]([CH3:24])([CH3:23])[CH3:22])([CH3:20])[CH3:19].O.CN([CH:30]=[O:31])C. (3) Given the product [OH:1][B:2]1[C:6]2[CH:7]=[CH:8][C:9]([S:11]([C:12]3[CH:19]=[CH:18][C:15]([C:16]#[N:17])=[CH:14][CH:13]=3)=[O:21])=[CH:10][C:5]=2[CH2:4][O:3]1, predict the reactants needed to synthesize it. The reactants are: [OH:1][B:2]1[C:6]2[CH:7]=[CH:8][C:9]([S:11][C:12]3[CH:19]=[CH:18][C:15]([C:16]#[N:17])=[CH:14][CH:13]=3)=[CH:10][C:5]=2[CH2:4][O:3]1.C[OH:21]. (4) The reactants are: [CH2:1]([N:8]1[CH:12]=[C:11]([CH2:13][C:14]([O:16]CC)=[O:15])[C:10]([O:19][CH2:20][C:21]2[CH:26]=[CH:25][C:24]([O:27][CH2:28][C:29]3[N:30]=[C:31]([C:35]4[CH:40]=[CH:39][CH:38]=[CH:37][CH:36]=4)[O:32][C:33]=3[CH3:34])=[CH:23][CH:22]=2)=[N:9]1)[C:2]1[CH:7]=[CH:6][CH:5]=[CH:4][CH:3]=1.[OH-].[Na+].O1CCCC1.Cl. Given the product [CH2:1]([N:8]1[CH:12]=[C:11]([CH2:13][C:14]([OH:16])=[O:15])[C:10]([O:19][CH2:20][C:21]2[CH:26]=[CH:25][C:24]([O:27][CH2:28][C:29]3[N:30]=[C:31]([C:35]4[CH:36]=[CH:37][CH:38]=[CH:39][CH:40]=4)[O:32][C:33]=3[CH3:34])=[CH:23][CH:22]=2)=[N:9]1)[C:2]1[CH:7]=[CH:6][CH:5]=[CH:4][CH:3]=1, predict the reactants needed to synthesize it. (5) Given the product [OH:5][C:6]1[CH:13]=[N:12][CH:11]=[CH:10][C:7]=1[C:8]#[N:9], predict the reactants needed to synthesize it. The reactants are: C[Si](C)(C)CC[O:5][C:6]1[CH:13]=[N:12][CH:11]=[CH:10][C:7]=1[C:8]#[N:9].[F-].C([N+](CCCC)(CCC)CCCC)CCC.